This data is from Peptide-MHC class I binding affinity with 185,985 pairs from IEDB/IMGT. The task is: Regression. Given a peptide amino acid sequence and an MHC pseudo amino acid sequence, predict their binding affinity value. This is MHC class I binding data. (1) The peptide sequence is TEFFMSRKL. The MHC is HLA-A02:12 with pseudo-sequence HLA-A02:12. The binding affinity (normalized) is 0.0847. (2) The peptide sequence is SLGAEIAVE. The MHC is HLA-A02:01 with pseudo-sequence HLA-A02:01. The binding affinity (normalized) is 0.149. (3) The peptide sequence is NISFKSINK. The MHC is HLA-A03:01 with pseudo-sequence HLA-A03:01. The binding affinity (normalized) is 0.750. (4) The peptide sequence is APPHGGIAF. The binding affinity (normalized) is 0.0847. The MHC is HLA-A69:01 with pseudo-sequence HLA-A69:01. (5) The peptide sequence is PWLLGCAANWI. The MHC is Patr-A0901 with pseudo-sequence Patr-A0901. The binding affinity (normalized) is 0.457. (6) The peptide sequence is RTFDRFFEE. The MHC is HLA-A02:19 with pseudo-sequence HLA-A02:19. The binding affinity (normalized) is 0.0847. (7) The peptide sequence is RQDILDLWIY. The MHC is HLA-B44:02 with pseudo-sequence HLA-B44:02. The binding affinity (normalized) is 0. (8) The peptide sequence is YSGDFDSVI. The MHC is Patr-B0101 with pseudo-sequence Patr-B0101. The binding affinity (normalized) is 1.00. (9) The peptide sequence is YLGPQFCKS. The MHC is HLA-A02:06 with pseudo-sequence HLA-A02:06. The binding affinity (normalized) is 0.380. (10) The peptide sequence is MHGHGKHIL. The MHC is HLA-A68:02 with pseudo-sequence HLA-A68:02. The binding affinity (normalized) is 0.0847.